Dataset: CYP3A4 inhibition data for predicting drug metabolism from PubChem BioAssay. Task: Regression/Classification. Given a drug SMILES string, predict its absorption, distribution, metabolism, or excretion properties. Task type varies by dataset: regression for continuous measurements (e.g., permeability, clearance, half-life) or binary classification for categorical outcomes (e.g., BBB penetration, CYP inhibition). Dataset: cyp3a4_veith. (1) The drug is COc1cccc(Nc2ncc3nc(-c4ccccc4)c(=O)n(Cc4cccs4)c3n2)c1. The result is 0 (non-inhibitor). (2) The drug is COc1ccccc1-c1ccc2ncnc(NCc3cccnc3)c2c1. The result is 1 (inhibitor). (3) The molecule is O=S(=O)(c1cc(-c2nc3ccccc3s2)ccc1Cl)N1CCOCC1. The result is 0 (non-inhibitor). (4) The drug is Cc1cccc(CNc2ncnc3ccc(-c4ccc5c(c4)OCO5)cc23)c1. The result is 1 (inhibitor). (5) The molecule is O=C(O)c1c2c(c(O)c3c1CN(C1CCCCC1)CO3)OCN(C1CCCCC1)C2. The result is 0 (non-inhibitor). (6) The drug is CCCOc1ccc(C(=O)CCNc2ccc(C)c(Cl)c2)cc1. The result is 0 (non-inhibitor). (7) The drug is CCCCCNCc1cccc(Br)c1.Cl. The result is 0 (non-inhibitor). (8) The drug is CS(=O)(=O)Nc1cccc(-c2cncnc2NCc2cccs2)c1. The result is 1 (inhibitor).